From a dataset of Forward reaction prediction with 1.9M reactions from USPTO patents (1976-2016). Predict the product of the given reaction. Given the reactants C(N(CC)CC)C.[Cl:8][C:9]1[C:14]([NH:15][C:16](=O)[CH2:17][CH2:18][CH2:19][CH3:20])=[C:13]([NH:22][CH2:23][CH2:24][O:25][C:26]2[CH:31]=[CH:30][CH:29]=[CH:28][CH:27]=2)[C:12]([CH3:32])=[C:11]([CH3:33])[N:10]=1, predict the reaction product. The product is: [CH2:17]([C:16]1[N:22]([CH2:23][CH2:24][O:25][C:26]2[CH:31]=[CH:30][CH:29]=[CH:28][CH:27]=2)[C:13]2[C:12]([CH3:32])=[C:11]([CH3:33])[N:10]=[C:9]([Cl:8])[C:14]=2[N:15]=1)[CH2:18][CH2:19][CH3:20].